Predict which catalyst facilitates the given reaction. From a dataset of Catalyst prediction with 721,799 reactions and 888 catalyst types from USPTO. (1) Reactant: [Cl:1][C:2]1[C:7]2[CH:8]=[C:9]([CH2:11]O)[O:10][C:6]=2[CH:5]=[C:4]([Cl:13])[CH:3]=1.CCN(C(C)C)C(C)C.O=S(Cl)[Cl:25]. Product: [Cl:1][C:2]1[C:7]2[CH:8]=[C:9]([CH2:11][Cl:25])[O:10][C:6]=2[CH:5]=[C:4]([Cl:13])[CH:3]=1. The catalyst class is: 116. (2) Reactant: C([Sn](CCCC)(CCCC)[C:6]1[CH:11]=[C:10]([O:12][CH3:13])[C:9]([O:14][CH3:15])=[C:8]([O:16][CH3:17])[CH:7]=1)CCC.[Br:26][CH2:27][CH2:28][CH2:29][CH2:30][C:31](Cl)=[O:32]. Product: [Br:26][CH2:27][CH2:28][CH2:29][CH2:30][C:31]([C:6]1[CH:7]=[C:8]([O:16][CH3:17])[C:9]([O:14][CH3:15])=[C:10]([O:12][CH3:13])[CH:11]=1)=[O:32]. The catalyst class is: 187. (3) Reactant: Br[CH2:2][C:3]([O:5][CH2:6][CH3:7])=[O:4].[NH:8]([C:12]1[CH:18]=[CH:17][C:15]([OH:16])=[CH:14][CH:13]=1)[C:9]([CH3:11])=[O:10].C([O-])([O-])=O.[K+].[K+]. Product: [CH2:6]([O:5][C:3](=[O:4])[CH2:2][O:16][C:15]1[CH:14]=[CH:13][C:12]([NH:8][C:9](=[O:10])[CH3:11])=[CH:18][CH:17]=1)[CH3:7]. The catalyst class is: 21. (4) Reactant: Br[C:2]1[CH:3]=[C:4]([CH:11]=[CH:12][C:13]=1[Cl:14])[C:5]([NH:7][CH:8]1[CH2:10][CH2:9]1)=[O:6].C1(C[C:19]2[CH:27]=[C:26](B3OC(C)(C)C(C)(C)O3)[CH:25]=[CH:24][C:20]=2C(N)=O)CC1.[C:37](=O)([O-])[O-].[Na+].[Na+].C(O[CH2:47][CH3:48])(=O)C.[CH3:49][N:50]([CH:52]=[O:53])C. Product: [Cl:14][C:13]1[C:2]([C:19]2[CH:27]=[CH:26][C:25]([C:52]([NH:50][CH2:49][CH:48]3[CH2:47][CH2:37]3)=[O:53])=[CH:24][CH:20]=2)=[CH:3][C:4]([C:5]([NH:7][CH:8]2[CH2:10][CH2:9]2)=[O:6])=[CH:11][CH:12]=1. The catalyst class is: 73. (5) Reactant: Br[CH2:2][CH2:3][CH2:4][CH2:5][O:6][C:7]1[CH:8]=[CH:9][C:10]2[C:14]([C:15]3[CH:20]=[CH:19][C:18]([Br:21])=[CH:17][CH:16]=3)=[C:13]([CH3:22])[S:12][C:11]=2[CH:23]=1.[NH:24]1[CH:28]=[CH:27][N:26]=[CH:25]1.[H-].[Na+]. Product: [Br:21][C:18]1[CH:19]=[CH:20][C:15]([C:14]2[C:10]3[CH:9]=[CH:8][C:7]([O:6][CH2:5][CH2:4][CH2:3][CH2:2][N:24]4[CH:28]=[CH:27][N:26]=[CH:25]4)=[CH:23][C:11]=3[S:12][C:13]=2[CH3:22])=[CH:16][CH:17]=1. The catalyst class is: 9. (6) Reactant: [CH2:1]([CH:3]1[C:12]2[C:7](=[N:8][C:9]([C:19]3[CH:24]=[CH:23][CH:22]=[CH:21][CH:20]=3)=[C:10]([C:13]3[CH:18]=[CH:17][CH:16]=[CH:15][CH:14]=3)[N:11]=2)[NH:6][CH2:5][CH2:4]1)[CH3:2].O=[CH:26][CH2:27][CH2:28][CH2:29][CH2:30][CH2:31][C:32]([O:34][CH2:35][CH3:36])=[O:33].C(O[BH-](OC(=O)C)OC(=O)C)(=O)C.[Na+].O. Product: [CH2:1]([CH:3]1[C:12]2[C:7](=[N:8][C:9]([C:19]3[CH:24]=[CH:23][CH:22]=[CH:21][CH:20]=3)=[C:10]([C:13]3[CH:14]=[CH:15][CH:16]=[CH:17][CH:18]=3)[N:11]=2)[N:6]([CH2:26][CH2:27][CH2:28][CH2:29][CH2:30][CH2:31][C:32]([O:34][CH2:35][CH3:36])=[O:33])[CH2:5][CH2:4]1)[CH3:2]. The catalyst class is: 26.